From a dataset of Reaction yield outcomes from USPTO patents with 853,638 reactions. Predict the reaction yield, written as a fraction of the theoretical maximum amount of product (1.0 means a 100% yield; for example, 0.34 means a 34% yield). (1) The reactants are [CH2:1]([C:4]1[N:8]([CH2:9][C:10]2[CH:15]=CC(C3C=CC=CC=3C3NN=NN=3)=[CH:12][CH:11]=2)[N:7]=[C:6]([C:27]([OH:29])=O)[CH:5]=1)[CH2:2][CH3:3].[CH:30]1[CH:35]=[N:34][C:33]2[N:36](O)[N:37]=[N:38][C:32]=2[CH:31]=1.CCN=C=NCCCN(C)C.N1C(C)=C[CH:54]=[CH:53][C:52]=1[CH3:58].C(Cl)Cl.Cl.[NH2:63][C@H:64]([CH2:69][C:70]1[CH:75]=[CH:74][CH:73]=[CH:72][CH:71]=1)[CH2:65][C:66]([OH:68])=[O:67]. No catalyst specified. The product is [C:70]1([CH2:69][C@@H:64]([NH:63][C:27]([C:6]2[CH:5]=[C:4]([CH2:1][CH2:2][CH3:3])[N:8]([CH2:9][C:10]3[CH:11]=[CH:12][C:30]([C:31]4[CH:54]=[CH:53][CH:52]=[CH:58][C:32]=4[C:33]4[NH:36][N:37]=[N:38][N:34]=4)=[CH:35][CH:15]=3)[N:7]=2)=[O:29])[CH2:65][C:66]([OH:68])=[O:67])[CH:75]=[CH:74][CH:73]=[CH:72][CH:71]=1. The yield is 0.920. (2) The reactants are [Si]([O:8][C@H:9]([C@H:17]([O:42][Si](C(C)(C)C)(C)C)[CH:18]=[CH:19][C:20]1[CH:25]=[CH:24][CH:23]=[CH:22][C:21]=1[CH:26]=[CH:27][C@H:28]([O:34][Si](C(C)(C)C)(C)C)[CH2:29][CH2:30][CH2:31][CH2:32][CH3:33])[CH2:10][CH2:11][CH2:12][C:13]([O:15][CH3:16])=[O:14])(C(C)(C)C)(C)C.[F-].C([N+](CCCC)(CCCC)CCCC)CCC. The catalyst is C1COCC1. The product is [OH:8][C@H:9]([C@H:17]([OH:42])[CH:18]=[CH:19][C:20]1[CH:25]=[CH:24][CH:23]=[CH:22][C:21]=1[CH:26]=[CH:27][C@H:28]([OH:34])[CH2:29][CH2:30][CH2:31][CH2:32][CH3:33])[CH2:10][CH2:11][CH2:12][C:13]([O:15][CH3:16])=[O:14]. The yield is 0.968. (3) The reactants are C(OC([N:8]([CH2:53][C:54]1[CH:59]=[CH:58][C:57]([Cl:60])=[CH:56][CH:55]=1)[CH2:9][C:10]([C@:12]12[CH2:48][C:47](=[O:49])[C:46]([CH:50]([CH3:52])[CH3:51])=[C:13]1[C@@H:14]1[C@@:27]([CH3:30])([CH2:28][CH2:29]2)[C@@:26]2([CH3:31])[C@@H:17]([C@:18]3([CH3:45])[C@@H:23]([CH2:24][CH2:25]2)[C:22]([CH3:33])([CH3:32])[C@@H:21]([O:34][C:35](=[O:44])[CH2:36][C:37]([CH3:43])([CH3:42])[CH2:38][C:39]([OH:41])=[O:40])[CH2:20][CH2:19]3)[CH2:16][CH2:15]1)=[O:11])=O)(C)(C)C.FC(F)(F)C(O)=O. The catalyst is ClCCl. The product is [Cl:60][C:57]1[CH:56]=[CH:55][C:54]([CH2:53][NH:8][CH2:9][C:10]([C@:12]23[CH2:48][C:47](=[O:49])[C:46]([CH:50]([CH3:51])[CH3:52])=[C:13]2[C@@H:14]2[C@@:27]([CH3:30])([CH2:28][CH2:29]3)[C@@:26]3([CH3:31])[C@@H:17]([C@:18]4([CH3:45])[C@@H:23]([CH2:24][CH2:25]3)[C:22]([CH3:32])([CH3:33])[C@@H:21]([O:34][C:35](=[O:44])[CH2:36][C:37]([CH3:42])([CH3:43])[CH2:38][C:39]([OH:41])=[O:40])[CH2:20][CH2:19]4)[CH2:16][CH2:15]2)=[O:11])=[CH:59][CH:58]=1. The yield is 0.810. (4) The reactants are [N:1]([CH2:4][C:5]1[C:6]([C:10]2[N:14]([C:15]3[CH:20]=[CH:19][C:18]([F:21])=[C:17]([Cl:22])[CH:16]=3)[C:13](=[O:23])[O:12][N:11]=2)=[N:7][O:8][N:9]=1)=[N+]=[N-].C1(P(C2C=CC=CC=2)C2C=CC=CC=2)C=CC=CC=1. The catalyst is C1COCC1.O. The product is [NH2:1][CH2:4][C:5]1[C:6]([C:10]2[N:14]([C:15]3[CH:20]=[CH:19][C:18]([F:21])=[C:17]([Cl:22])[CH:16]=3)[C:13](=[O:23])[O:12][N:11]=2)=[N:7][O:8][N:9]=1. The yield is 0.960. (5) The product is [ClH:43].[CH:24]([C:20]1[CH:2]=[CH:3][C:4]([CH2:5][O:6][NH2:7])=[CH:18][CH:19]=1)([CH3:42])[CH3:25]. The reactants are F[C:2]1[CH:3]=[C:4]([CH:18]=[C:19](F)[CH:20]=1)[CH2:5][O:6][N:7]1C(=O)C2=CC=CC=C2C1=O.CO[C:24]1[CH:42]=CC(CON2C(=O)C3=CC=CC=C3C2=O)=C[CH:25]=1.[Cl:43]CCl. The yield is 0.230. The catalyst is C(O)C.